Binary Classification. Given a T-cell receptor sequence (or CDR3 region) and an epitope sequence, predict whether binding occurs between them. From a dataset of TCR-epitope binding with 47,182 pairs between 192 epitopes and 23,139 TCRs. (1) The epitope is YLNTLTLAV. The TCR CDR3 sequence is CASSHYRGYNEQFF. Result: 1 (the TCR binds to the epitope). (2) The epitope is TTLPVNVAF. The TCR CDR3 sequence is CASSRGGTGDQPQHF. Result: 0 (the TCR does not bind to the epitope). (3) The epitope is GTSGSPIIDK. The TCR CDR3 sequence is CASSGGHGNIQYF. Result: 1 (the TCR binds to the epitope). (4) The epitope is FIAGLIAIV. The TCR CDR3 sequence is CASSIASLLAGGTDTQYF. Result: 0 (the TCR does not bind to the epitope). (5) The epitope is RIFTIGTVTLK. The TCR CDR3 sequence is CASSLLQGARTGELFF. Result: 1 (the TCR binds to the epitope). (6) The epitope is SSTFNVPMEKLK. The TCR CDR3 sequence is CASSLRTSGYEQYF. Result: 1 (the TCR binds to the epitope).